From a dataset of Reaction yield outcomes from USPTO patents with 853,638 reactions. Predict the reaction yield, written as a fraction of the theoretical maximum amount of product (1.0 means a 100% yield; for example, 0.34 means a 34% yield). (1) The reactants are [CH3:1][C:2]1[C:3]2[CH:11]=[CH:10][CH:9]=[CH:8][C:4]=2[S:5][C:6]=1[SH:7].Cl[CH2:13][C:14]([N:16]1[C:25]2[C:20](=[CH:21][CH:22]=[CH:23][CH:24]=2)[CH2:19][CH2:18][CH2:17]1)=[O:15].S1C(SCC(N2C3C(=CC=CC=3)CCC2)=O)=CC2C=CC=CC1=2. No catalyst specified. The product is [N:16]1([C:14](=[O:15])[CH2:13][S:7][C:6]2[S:5][C:4]3[CH:8]=[CH:9][CH:10]=[CH:11][C:3]=3[C:2]=2[CH3:1])[C:25]2[C:20](=[CH:21][CH:22]=[CH:23][CH:24]=2)[CH2:19][CH2:18][CH2:17]1. The yield is 0.0500. (2) The reactants are [NH2:1][C:2]1[CH:11]=[C:10]2[C:5]([C:6](=[O:40])[N:7]([C:31]3[CH:36]=[CH:35][CH:34]=[CH:33][C:32]=3[O:37][CH2:38][CH3:39])[C:8]([CH:12]([N:14]3[CH2:19][CH2:18][N:17]([C:20](=[O:30])[CH2:21][O:22][C:23]4[CH:28]=[CH:27][C:26]([Cl:29])=[CH:25][CH:24]=4)[CH2:16][CH2:15]3)[CH3:13])=[N:9]2)=[CH:4][CH:3]=1.[C:41](OC(=O)C)(=[O:43])[CH3:42]. The catalyst is C(Cl)(Cl)Cl. The product is [Cl:29][C:26]1[CH:25]=[CH:24][C:23]([O:22][CH2:21][C:20]([N:17]2[CH2:18][CH2:19][N:14]([CH:12]([C:8]3[N:7]([C:31]4[CH:36]=[CH:35][CH:34]=[CH:33][C:32]=4[O:37][CH2:38][CH3:39])[C:6](=[O:40])[C:5]4[C:10](=[CH:11][C:2]([NH:1][C:41](=[O:43])[CH3:42])=[CH:3][CH:4]=4)[N:9]=3)[CH3:13])[CH2:15][CH2:16]2)=[O:30])=[CH:28][CH:27]=1. The yield is 1.00. (3) The reactants are C([O-])=O.[NH4+].Cl[C:6]1[N:16]=[C:15]([O:17][C:18]2[CH:23]=[CH:22][C:21]([F:24])=[C:20]([F:25])[CH:19]=2)[C:14]([F:26])=[CH:13][C:7]=1[C:8]([O:10][CH2:11][CH3:12])=[O:9]. The catalyst is CO.[Pd]. The product is [F:25][C:20]1[CH:19]=[C:18]([CH:23]=[CH:22][C:21]=1[F:24])[O:17][C:15]1[C:14]([F:26])=[CH:13][C:7]([C:8]([O:10][CH2:11][CH3:12])=[O:9])=[CH:6][N:16]=1. The yield is 0.484.